Dataset: Forward reaction prediction with 1.9M reactions from USPTO patents (1976-2016). Task: Predict the product of the given reaction. (1) Given the reactants [C:1]1([C:7]2[N:11]([S:12]([C:15]3[S:16][CH:17]=[CH:18][CH:19]=3)(=[O:14])=[O:13])[CH:10]=[C:9]([CH2:20][OH:21])[CH:8]=2)[CH:6]=[CH:5][CH:4]=[CH:3][CH:2]=1.C[N+]1([O-])CCOCC1, predict the reaction product. The product is: [C:1]1([C:7]2[N:11]([S:12]([C:15]3[S:16][CH:17]=[CH:18][CH:19]=3)(=[O:14])=[O:13])[CH:10]=[C:9]([CH:20]=[O:21])[CH:8]=2)[CH:2]=[CH:3][CH:4]=[CH:5][CH:6]=1. (2) Given the reactants [C:1]([C:3]1[CH:10]=[CH:9][C:6]([CH2:7]Br)=[CH:5][CH:4]=1)#[N:2].[NH2:11][CH2:12][C:13]([O:15][C:16]([CH3:19])([CH3:18])[CH3:17])=[O:14], predict the reaction product. The product is: [C:1]([C:3]1[CH:10]=[CH:9][C:6]([CH2:7][NH:11][CH2:12][C:13]([O:15][C:16]([CH3:19])([CH3:18])[CH3:17])=[O:14])=[CH:5][CH:4]=1)#[N:2]. (3) Given the reactants [Cl:1][C:2]1[CH:3]=[C:4]([C:14]2([OH:21])[CH2:17][CH:16]([C:18](O)=[O:19])[CH2:15]2)[CH:5]=[CH:6][C:7]=1[CH2:8][N:9]1[CH2:13][CH2:12][CH2:11][CH2:10]1.Cl.[CH:23]1([CH2:26][NH:27][CH3:28])[CH2:25][CH2:24]1.C(P1(=O)OP(CCC)(=O)OP(CCC)(=O)O1)CC.[OH-].[Na+], predict the reaction product. The product is: [CH:23]1([CH2:26][N:27]([CH3:28])[C:18]([CH:16]2[CH2:17][C:14]([C:4]3[CH:5]=[CH:6][C:7]([CH2:8][N:9]4[CH2:10][CH2:11][CH2:12][CH2:13]4)=[C:2]([Cl:1])[CH:3]=3)([OH:21])[CH2:15]2)=[O:19])[CH2:25][CH2:24]1.